Dataset: Catalyst prediction with 721,799 reactions and 888 catalyst types from USPTO. Task: Predict which catalyst facilitates the given reaction. (1) Reactant: [NH2:1][OH:2].[CH3:3][O:4][C:5]1[CH:17]=[CH:16][C:8]2[CH:9]=[C:10]([S:12](Cl)(=[O:14])=[O:13])[O:11][C:7]=2[CH:6]=1.C(Cl)Cl.CCCCC. Product: [OH:2][NH:1][S:12]([C:10]1[O:11][C:7]2[CH:6]=[C:5]([O:4][CH3:3])[CH:17]=[CH:16][C:8]=2[CH:9]=1)(=[O:14])=[O:13]. The catalyst class is: 1. (2) Reactant: C[Li].[CH2:3](OCC)C.C(OCC)C.[NH2:13][C:14]1[C:15]([C:20](=[O:22])[CH3:21])=[N:16][CH:17]=[CH:18][CH:19]=1. Product: [NH2:13][C:14]1[C:15]([C:20]([OH:22])([CH3:3])[CH3:21])=[N:16][CH:17]=[CH:18][CH:19]=1. The catalyst class is: 6. (3) Reactant: Cl.[C:2]1([CH2:8][N:9]2[CH2:16][CH2:15][CH2:14][C@H:10]2[C:11]([OH:13])=O)[CH:7]=[CH:6][CH:5]=[CH:4][CH:3]=1.[CH:17]1[CH:18]=CC2N(O)N=[N:23][C:21]=2[CH:22]=1.CN1CCOCC1.N1CCCC1.CCN=C=NCCCN(C)C.Cl. Product: [C:2]1([CH2:8][N:9]2[CH2:16][CH2:15][CH2:14][C@H:10]2[C:11]([N:23]2[CH2:18][CH2:17][CH2:22][CH2:21]2)=[O:13])[CH:3]=[CH:4][CH:5]=[CH:6][CH:7]=1. The catalyst class is: 2. (4) Reactant: FC(F)(F)C([O-])=O.[CH3:8][O:9][C:10]1[CH:11]=[C:12]([CH:30]=[C:31]([O:33][CH3:34])[CH:32]=1)[C:13]([NH:15][C:16]1[S:17][CH:18]=[C:19]([C:21]2[CH:22]=[C:23]3[C:27](=[CH:28][CH:29]=2)[NH2+:26][CH2:25][CH2:24]3)[N:20]=1)=[O:14].C(N(CC)C(C)C)(C)C.[CH3:44][O:45][CH2:46][C:47](Cl)=[O:48]. Product: [CH3:8][O:9][C:10]1[CH:11]=[C:12]([CH:30]=[C:31]([O:33][CH3:34])[CH:32]=1)[C:13]([NH:15][C:16]1[S:17][CH:18]=[C:19]([C:21]2[CH:22]=[C:23]3[C:27](=[CH:28][CH:29]=2)[N:26]([C:47](=[O:48])[CH2:46][O:45][CH3:44])[CH2:25][CH2:24]3)[N:20]=1)=[O:14]. The catalyst class is: 166.